Dataset: Reaction yield outcomes from USPTO patents with 853,638 reactions. Task: Predict the reaction yield, written as a fraction of the theoretical maximum amount of product (1.0 means a 100% yield; for example, 0.34 means a 34% yield). (1) The reactants are [CH3:1][N:2]1[C:6]([CH3:7])=[N:5][N:4]=[C:3]1[CH2:8][OH:9]. The catalyst is O1CCCC1.[O-2].[Mn+4].[O-2]. The product is [CH3:1][N:2]1[C:6]([CH3:7])=[N:5][N:4]=[C:3]1[CH:8]=[O:9]. The yield is 0.660. (2) The reactants are C([O:3][C:4]([C:6]1[C:7]([NH:19][CH2:20][CH3:21])=[N:8][C:9]([NH:12][C:13]2[CH:18]=[CH:17][CH:16]=[CH:15][CH:14]=2)=[N:10][CH:11]=1)=O)C.[H-].[Al+3].[Li+].[H-].[H-].[H-]. The catalyst is O1CCCC1. The product is [CH2:20]([NH:19][C:7]1[C:6]([CH2:4][OH:3])=[CH:11][N:10]=[C:9]([NH:12][C:13]2[CH:18]=[CH:17][CH:16]=[CH:15][CH:14]=2)[N:8]=1)[CH3:21]. The yield is 0.390. (3) The reactants are [O:1]1[C:10]2[C:5](=[CH:6]C=CC=2)[C:4](=O)CC1.I[CH3:13].C[C:15]([CH3:18])([O-:17])[CH3:16].[K+].O1C[CH2:23][CH2:22][CH2:21]1. No catalyst specified. The product is [CH3:13][C:5]1([CH3:4])[C:10](=[O:1])[C:18]2[C:15](=[CH:16][CH:21]=[CH:22][CH:23]=2)[O:17][CH2:6]1. The yield is 1.00. (4) The reactants are [C:1]([O:5][C:6](=[O:39])[NH:7][C:8]1([C:12]2[CH:17]=[CH:16][C:15]([C:18]3[C:27]([C:28]4[CH:33]=[CH:32][CH:31]=[CH:30][CH:29]=4)=[CH:26][C:25]4[C:24]5[N:34]=[C:35]([CH3:38])[N:36](O)[C:23]=5[CH2:22][CH2:21][C:20]=4[N:19]=3)=[CH:14][CH:13]=2)[CH2:11][CH2:10][CH2:9]1)([CH3:4])([CH3:3])[CH3:2].P(OCC)(OCC)OCC. The catalyst is CN(C=O)C.O. The product is [C:1]([O:5][C:6](=[O:39])[NH:7][C:8]1([C:12]2[CH:13]=[CH:14][C:15]([C:18]3[C:27]([C:28]4[CH:29]=[CH:30][CH:31]=[CH:32][CH:33]=4)=[CH:26][C:25]4[C:24]5[N:34]=[C:35]([CH3:38])[NH:36][C:23]=5[CH2:22][CH2:21][C:20]=4[N:19]=3)=[CH:16][CH:17]=2)[CH2:9][CH2:10][CH2:11]1)([CH3:4])([CH3:3])[CH3:2]. The yield is 0.370. (5) The reactants are CC(C)([O-])C.[K+].C(S/[N:12]=[N:13]/[C:14]1[CH:15]=[C:16]([CH:20]=[CH:21][C:22]=1[CH3:23])[C:17]([OH:19])=[O:18])(C)(C)C. The catalyst is CS(C)=O. The product is [NH:13]1[C:14]2[C:22](=[CH:21][CH:20]=[C:16]([C:17]([OH:19])=[O:18])[CH:15]=2)[CH:23]=[N:12]1. The yield is 0.970. (6) The reactants are C(OC([N:11]1[CH2:15][CH:14]([CH2:16]O)[CH:13]([NH:18][C:19]([O:21][C:22]([CH3:25])([CH3:24])[CH3:23])=[O:20])[CH2:12]1)=O)C1C=CC=CC=1.C(OC(OC(C)(C)C)=O)(OC(C)(C)C)=O. The catalyst is ClCCl.FC(F)(F)C(O)=O.C(O)C. The product is [C:22]([O:21][C:19]([N:18]1[CH2:16][CH:14]2[CH:13]1[CH2:12][NH:11][CH2:15]2)=[O:20])([CH3:25])([CH3:24])[CH3:23]. The yield is 0.670. (7) The reactants are [NH2:1][C:2]1[CH:3]=[CH:4][C:5]([N:13]2[CH2:18][CH2:17][N:16]([CH:19]([CH3:21])[CH3:20])[CH2:15][CH2:14]2)=[C:6]2[C:10]=1[C:9](=[O:11])[N:8]([CH3:12])[CH2:7]2.C(=O)([O-])[O-].[K+].[K+].[Cl:28][C:29]1[N:34]=[C:33](Cl)[C:32]([Cl:36])=[CH:31][N:30]=1. The catalyst is CS(C)=O. The product is [Cl:28][C:29]1[N:34]=[C:33]([NH:1][C:2]2[CH:3]=[CH:4][C:5]([N:13]3[CH2:14][CH2:15][N:16]([CH:19]([CH3:21])[CH3:20])[CH2:17][CH2:18]3)=[C:6]3[C:10]=2[C:9](=[O:11])[N:8]([CH3:12])[CH2:7]3)[C:32]([Cl:36])=[CH:31][N:30]=1. The yield is 0.800.